Dataset: Forward reaction prediction with 1.9M reactions from USPTO patents (1976-2016). Task: Predict the product of the given reaction. (1) Given the reactants [ClH:1].[O:2]([NH2:5])[CH2:3][CH3:4].[CH:6]([C:8]1[CH:13]=[CH:12][C:11]([C:14](=[C:20]2[CH:29]=[CH:28][C:27]3[C:22](=[CH:23][CH:24]=[C:25]([O:30][CH2:31][CH2:32][N:33]4[CH2:38][CH2:37][O:36][CH2:35][CH2:34]4)[CH:26]=3)[NH:21]2)[C:15]([O:17]CC)=O)=[C:10]([N+:39]([O-])=O)[CH:9]=1)=O, predict the reaction product. The product is: [ClH:1].[CH2:3]([O:2][N:5]=[CH:6][C:8]1[CH:9]=[C:10]2[C:11]([C:14](=[C:20]3[CH:29]=[CH:28][C:27]4[C:22](=[CH:23][CH:24]=[C:25]([O:30][CH2:31][CH2:32][N:33]5[CH2:34][CH2:35][O:36][CH2:37][CH2:38]5)[CH:26]=4)[NH:21]3)[C:15](=[O:17])[NH:39]2)=[CH:12][CH:13]=1)[CH3:4]. (2) Given the reactants [CH2:1]([NH:4][C@@H:5]([C:13]1[CH:18]=[CH:17][CH:16]=[CH:15][CH:14]=1)[C:6]([N:8]1[CH2:12][CH2:11][CH2:10][CH2:9]1)=O)[CH:2]=[CH2:3].[H-].[Al+3].[Li+].[H-].[H-].[H-], predict the reaction product. The product is: [CH2:1]([NH:4][C@@H:5]([C:13]1[CH:18]=[CH:17][CH:16]=[CH:15][CH:14]=1)[CH2:6][N:8]1[CH2:12][CH2:11][CH2:10][CH2:9]1)[CH:2]=[CH2:3]. (3) Given the reactants [CH2:1]([CH:3]([O:6][C:7]1[C:12]([C:13](O)=[O:14])=[C:11]([NH:16][C:17]2[C:22]([CH3:23])=[CH:21][C:20]([CH3:24])=[CH:19][C:18]=2[CH3:25])[N:10]=[C:9]([CH3:26])[N:8]=1)[CH2:4][CH3:5])[CH3:2].CSC, predict the reaction product. The product is: [CH2:1]([CH:3]([O:6][C:7]1[C:12]([CH2:13][OH:14])=[C:11]([NH:16][C:17]2[C:22]([CH3:23])=[CH:21][C:20]([CH3:24])=[CH:19][C:18]=2[CH3:25])[N:10]=[C:9]([CH3:26])[N:8]=1)[CH2:4][CH3:5])[CH3:2]. (4) Given the reactants [C:1]([O:3][CH2:4][CH3:5])#[CH:2].B.O1CCCC1.Cl[C:13]1[CH:18]=[C:17]([CH3:19])[N:16]=[C:15]([S:20][CH3:21])[N:14]=1.[OH-].[Na+], predict the reaction product. The product is: [CH2:1]([O:3]/[CH:4]=[CH:5]/[C:13]1[CH:18]=[C:17]([CH3:19])[N:16]=[C:15]([S:20][CH3:21])[N:14]=1)[CH3:2]. (5) The product is: [CH3:48][O:47][C:45](=[O:46])[C:44]1[CH:49]=[CH:50][C:41]([N:40]([C@@H:27]([C:23]2[CH:24]=[CH:25][CH:26]=[C:21]([Cl:20])[CH:22]=2)[CH2:28][N:29]2[CH2:33][CH2:32][C@H:31]([O:34][CH2:35][O:36][CH3:37])[CH2:30]2)[CH3:39])=[CH:42][CH:43]=1. Given the reactants ClC1C=C([C@@H](N2CC[C@H](OCOC)C2)CO)C=CC=1.[Cl:20][C:21]1[CH:22]=[C:23]([C@H:27](O)[CH2:28][N:29]2[CH2:33][CH2:32][C@H:31]([O:34][CH2:35][O:36][CH3:37])[CH2:30]2)[CH:24]=[CH:25][CH:26]=1.[CH3:39][NH:40][C:41]1[CH:50]=[CH:49][C:44]([C:45]([O:47][CH3:48])=[O:46])=[CH:43][CH:42]=1, predict the reaction product. (6) Given the reactants [N+:1]([C:4]1[CH:5]=[N:6][NH:7][CH:8]=1)([O-:3])=[O:2].[C:9]([O:13][C:14](=[O:19])[NH:15][CH2:16][CH2:17]Br)([CH3:12])([CH3:11])[CH3:10].C(=O)([O-])[O-].[Cs+].[Cs+].O, predict the reaction product. The product is: [C:9]([O:13][C:14](=[O:19])[NH:15][CH2:16][CH2:17][N:6]1[CH:5]=[C:4]([N+:1]([O-:3])=[O:2])[CH:8]=[N:7]1)([CH3:12])([CH3:11])[CH3:10].